This data is from Full USPTO retrosynthesis dataset with 1.9M reactions from patents (1976-2016). The task is: Predict the reactants needed to synthesize the given product. Given the product [Br:1][C:2]1[CH:7]=[CH:6][C:5]([C:8]([NH:11][C:32](=[O:33])[C:31]2[CH:35]=[CH:36][C:28]([C:24]([CH3:26])([CH3:25])[CH3:27])=[CH:29][CH:30]=2)([CH3:10])[CH3:9])=[C:4]([F:12])[CH:3]=1, predict the reactants needed to synthesize it. The reactants are: [Br:1][C:2]1[CH:7]=[CH:6][C:5]([C:8]([NH2:11])([CH3:10])[CH3:9])=[C:4]([F:12])[CH:3]=1.C(=O)(O)[O-].[Na+].O.C1COCC1.[C:24]([C:28]1[CH:36]=[CH:35][C:31]([C:32](Cl)=[O:33])=[CH:30][CH:29]=1)([CH3:27])([CH3:26])[CH3:25].